Dataset: Forward reaction prediction with 1.9M reactions from USPTO patents (1976-2016). Task: Predict the product of the given reaction. (1) Given the reactants [OH:1][C@H:2]1[CH2:19][CH2:18][C@@:17]2([CH3:20])[C@@H:4]([CH2:5][CH2:6][C@:7]3([CH3:46])[C@@H:16]2[CH2:15][CH2:14][C@H:13]2[C@@:8]3([CH3:45])[CH2:9][CH2:10][C@@:11]3([C:27]([N:29]4[CH2:33][CH2:32][CH2:31][C@H:30]4[C:34]4[NH:35][C:36]([C:39]5[CH:40]=[N:41][CH:42]=[CH:43][CH:44]=5)=[CH:37][N:38]=4)=[O:28])[CH2:23][CH2:22][C@@H:21]([C:24]([CH3:26])=[CH2:25])[C@@H:12]32)[C:3]1([CH3:48])[CH3:47].ClC1C=C(Cl)C=C(Cl)C=1C([O:54][C:55]([C@H:57]1[CH2:60][C@@H:59]([C:61](OCC2C=CC=CC=2)=[O:62])[C:58]1([CH3:72])[CH3:71])=[O:56])=O, predict the reaction product. The product is: [CH3:71][C:58]1([CH3:72])[CH:59]([C:61]([O:1][C@H:2]2[CH2:19][CH2:18][C@@:17]3([CH3:20])[C@@H:4]([CH2:5][CH2:6][C@:7]4([CH3:46])[C@@H:16]3[CH2:15][CH2:14][C@H:13]3[C@@:8]4([CH3:45])[CH2:9][CH2:10][C@@:11]4([C:27]([N:29]5[CH2:33][CH2:32][CH2:31][C@H:30]5[C:34]5[NH:35][C:36]([C:39]6[CH:40]=[N:41][CH:42]=[CH:43][CH:44]=6)=[CH:37][N:38]=5)=[O:28])[CH2:23][CH2:22][C@@H:21]([C:24]([CH3:26])=[CH2:25])[C@@H:12]43)[C:3]2([CH3:48])[CH3:47])=[O:62])[CH2:60][CH:57]1[C:55]([OH:56])=[O:54]. (2) Given the reactants [C:1]1([C:7]2[NH:11][N:10]=[C:9]([C:12]([OH:14])=O)[CH:8]=2)[CH:6]=[CH:5][CH:4]=[CH:3][CH:2]=1.CCOC(C(C#N)=NOC(N1CCOCC1)=[N+](C)C)=O.F[P-](F)(F)(F)(F)F.[C:42]([O:46][C:47](=[O:53])[NH:48][CH2:49][CH2:50][CH2:51][NH2:52])([CH3:45])([CH3:44])[CH3:43].CCN(C(C)C)C(C)C, predict the reaction product. The product is: [C:1]1([C:7]2[NH:11][N:10]=[C:9]([C:12]([NH:52][CH2:51][CH2:50][CH2:49][NH:48][C:47](=[O:53])[O:46][C:42]([CH3:44])([CH3:43])[CH3:45])=[O:14])[CH:8]=2)[CH:2]=[CH:3][CH:4]=[CH:5][CH:6]=1.